Dataset: Peptide-MHC class I binding affinity with 185,985 pairs from IEDB/IMGT. Task: Regression. Given a peptide amino acid sequence and an MHC pseudo amino acid sequence, predict their binding affinity value. This is MHC class I binding data. The peptide sequence is YFHRRDLRL. The MHC is HLA-B08:02 with pseudo-sequence HLA-B08:02. The binding affinity (normalized) is 0.0847.